Predict the reactants needed to synthesize the given product. From a dataset of Full USPTO retrosynthesis dataset with 1.9M reactions from patents (1976-2016). (1) Given the product [Br:15][C:11]1[CH:10]=[C:9]2[C:14](=[CH:13][CH:12]=1)[NH:6][N:7]=[C:8]2[O:16][CH3:17], predict the reactants needed to synthesize it. The reactants are: C(OC([N:6]1[C:14]2[C:9](=[CH:10][C:11]([Br:15])=[CH:12][CH:13]=2)[C:8]([O:16][CH3:17])=[N:7]1)=O)C.BrC1C=CC=C2C=1C(OC)=NN2. (2) Given the product [Cl:1][C:2]1[CH:3]=[C:4]([N:17]2[C:22](=[O:23])[NH:21][C:20](=[O:24])[CH:19]=[N:18]2)[CH:5]=[CH:6][C:7]=1[CH:8]([C:9]1[CH:14]=[CH:13][C:12]([Cl:15])=[CH:11][CH:10]=1)[O:39][CH2:38][CH:37]([CH3:40])[CH3:36], predict the reactants needed to synthesize it. The reactants are: [Cl:1][C:2]1[CH:3]=[C:4]([N:17]2[C:22](=[O:23])[NH:21][C:20](=[O:24])[CH:19]=[N:18]2)[CH:5]=[CH:6][C:7]=1[CH:8](Cl)[C:9]1[CH:14]=[CH:13][C:12]([Cl:15])=[CH:11][CH:10]=1.N12CCCN=C1CCCCC2.[CH3:36][CH:37]([CH3:40])[CH2:38][OH:39]. (3) Given the product [CH3:19][O:20][CH2:17][CH2:16][C:15]([C:3]1[S:4][C:5]2[CH:10]=[C:9]([C:11]([F:14])([F:12])[F:13])[CH:8]=[CH:7][C:6]=2[C:2]=1[CH3:1])=[O:18], predict the reactants needed to synthesize it. The reactants are: [CH3:1][C:2]1[C:6]2[CH:7]=[CH:8][C:9]([C:11]([F:14])([F:13])[F:12])=[CH:10][C:5]=2[S:4][C:3]=1[C:15](=[O:18])[CH:16]=[CH2:17].[CH3:19][OH:20].CC#N. (4) Given the product [F:13][C:5]([C:7]1[CH:12]=[CH:11][CH:10]=[CH:9][CH:8]=1)([CH3:6])[C:4]([OH:14])=[O:3], predict the reactants needed to synthesize it. The reactants are: C([O:3][C:4](=[O:14])[C:5]([F:13])([C:7]1[CH:12]=[CH:11][CH:10]=[CH:9][CH:8]=1)[CH3:6])C.O.[OH-].[Li+].